Dataset: Catalyst prediction with 721,799 reactions and 888 catalyst types from USPTO. Task: Predict which catalyst facilitates the given reaction. (1) The catalyst class is: 2. Reactant: I[C:2]1[N:3]=[C:4]([CH3:16])[N:5]([CH2:7][CH2:8][O:9][CH:10]2[CH2:15][CH2:14][CH2:13][CH2:12][O:11]2)[CH:6]=1.IC1N(CCOC2CCCCO2)C(C)=NC=1.C([Mg]Br)C.[CH3:37][Sn:38](Cl)([CH3:40])[CH3:39].[NH4+].[Cl-]. Product: [CH3:16][C:4]1[N:5]([CH2:7][CH2:8][O:9][CH:10]2[CH2:15][CH2:14][CH2:13][CH2:12][O:11]2)[CH:6]=[C:2]([Sn:38]([CH3:40])([CH3:39])[CH3:37])[N:3]=1. (2) Reactant: [C:1]([N:4]1[C:13]2[C:8](=[CH:9][C:10]([Br:14])=[CH:11][CH:12]=2)[CH2:7][CH2:6][CH:5]1[C:15]([N:17]1[CH2:20][CH:19]([N:21]2[CH2:26][CH2:25][N:24](C(=O)C(F)(F)F)[CH2:23][CH2:22]2)[CH2:18]1)=[O:16])(=[O:3])[CH3:2].C([O-])([O-])=O.[K+].[K+]. Product: [C:1]([N:4]1[C:13]2[C:8](=[CH:9][C:10]([Br:14])=[CH:11][CH:12]=2)[CH2:7][CH2:6][CH:5]1[C:15]([N:17]1[CH2:20][CH:19]([N:21]2[CH2:22][CH2:23][NH:24][CH2:25][CH2:26]2)[CH2:18]1)=[O:16])(=[O:3])[CH3:2]. The catalyst class is: 5. (3) Reactant: [C:1]([C:9]1[CH:17]=[CH:16][C:12]([C:13]([OH:15])=O)=[CH:11][CH:10]=1)(=[O:8])[C:2]1[CH:7]=[CH:6][CH:5]=[CH:4][CH:3]=1.[CH2:18](N(CC)CC)C.Cl.CN(C)[CH2:28][CH2:29][CH2:30][N:31]=C=NCC.[CH2:37]1[CH2:41]OC[CH2:38]1. Product: [CH3:18][C:37]1([CH3:38])[CH2:28][CH2:29][CH:30]([NH:31][C:13](=[O:15])[C:12]2[CH:11]=[CH:10][C:9]([C:1](=[O:8])[C:2]3[CH:3]=[CH:4][CH:5]=[CH:6][CH:7]=3)=[CH:17][CH:16]=2)[CH2:41]1. The catalyst class is: 277. (4) Reactant: [C:1]([O:10][CH:11]([CH3:13])[CH3:12])(=[O:9])[CH2:2][C:3]([O:5][CH:6]([CH3:8])[CH3:7])=[O:4].[H-].[Na+].[CH3:16][O:17][C:18]([O:23][CH3:24])([CH2:21]Br)[CH2:19]Br. Product: [CH3:16][O:17][C:18]1([O:23][CH3:24])[CH2:21][C:2]([C:3]([O:5][CH:6]([CH3:7])[CH3:8])=[O:4])([C:1]([O:10][CH:11]([CH3:13])[CH3:12])=[O:9])[CH2:19]1. The catalyst class is: 3. (5) Reactant: [Br:1][C:2]1[CH:20]=[CH:19][C:5]2[NH:6][C:7]([CH2:9][N:10]([CH3:18])[C:11](=[O:17])[O:12][C:13]([CH3:16])([CH3:15])[CH3:14])=[N:8][C:4]=2[CH:3]=1.CN(C=O)C.C([O-])([O-])=O.[K+].[K+].Cl[CH2:33][O:34][CH3:35]. Product: [Br:1][C:2]1[CH:20]=[CH:19][C:5]2[N:6]([CH2:33][O:34][CH3:35])[C:7]([CH2:9][N:10]([CH3:18])[C:11](=[O:17])[O:12][C:13]([CH3:14])([CH3:15])[CH3:16])=[N:8][C:4]=2[CH:3]=1. The catalyst class is: 25. (6) Reactant: Br[C:2]1[CH:11]=[C:10]2[C:5]([N:6]=[CH:7][CH:8]=[N:9]2)=[C:4]([C:12]([NH:14][CH2:15][C:16]([O:18][CH2:19][CH3:20])=[O:17])=[O:13])[C:3]=1[OH:21].[S:22]1[CH:26]=[CH:25][C:24](B(O)O)=[CH:23]1.C(=O)([O-])[O-].[K+].[K+]. Product: [OH:21][C:3]1[C:4]([C:12]([NH:14][CH2:15][C:16]([O:18][CH2:19][CH3:20])=[O:17])=[O:13])=[C:5]2[C:10](=[CH:11][C:2]=1[C:24]1[CH:25]=[CH:26][S:22][CH:23]=1)[N:9]=[CH:8][CH:7]=[N:6]2. The catalyst class is: 70.